From a dataset of Reaction yield outcomes from USPTO patents with 853,638 reactions. Predict the reaction yield, written as a fraction of the theoretical maximum amount of product (1.0 means a 100% yield; for example, 0.34 means a 34% yield). (1) The reactants are [C:1]([C:5]1[N:9]([CH2:10][CH:11]2[CH2:16][CH2:15][C:14]([F:18])([F:17])[CH2:13][CH2:12]2)[C:8]2[CH:19]=[CH:20][C:21]([NH:23][S:24]([CH2:27][CH3:28])(=[O:26])=[O:25])=[CH:22][C:7]=2[N:6]=1)([CH3:4])([CH3:3])[CH3:2].[CH2:29]([S:31]([OH:34])(=[O:33])=[O:32])[CH3:30]. The catalyst is C(OC)(C)(C)C. The product is [S:31]([CH2:29][CH3:30])([OH:34])(=[O:33])=[O:32].[C:1]([C:5]1[N:9]([CH2:10][CH:11]2[CH2:12][CH2:13][C:14]([F:18])([F:17])[CH2:15][CH2:16]2)[C:8]2[CH:19]=[CH:20][C:21]([NH:23][S:24]([CH2:27][CH3:28])(=[O:25])=[O:26])=[CH:22][C:7]=2[N:6]=1)([CH3:4])([CH3:2])[CH3:3]. The yield is 0.750. (2) The reactants are [CH3:1][C:2]1[CH:3]=[CH:4][C:5]([N+:25]([O-])=O)=[C:6]([NH:8][CH:9]2[CH2:14][CH2:13][N:12]([C@H:15]3[CH2:20][CH2:19][C@@H:18]([O:21][CH2:22][CH2:23][CH3:24])[CH2:17][CH2:16]3)[CH2:11][CH2:10]2)[CH:7]=1.O.NN. The catalyst is C(O)C.[Ni]. The product is [NH2:25][C:5]1[CH:4]=[CH:3][C:2]([CH3:1])=[CH:7][C:6]=1[NH:8][CH:9]1[CH2:10][CH2:11][N:12]([C@H:15]2[CH2:20][CH2:19][C@@H:18]([O:21][CH2:22][CH2:23][CH3:24])[CH2:17][CH2:16]2)[CH2:13][CH2:14]1. The yield is 0.980. (3) The catalyst is CN(C=O)C.CCOC(C)=O.O. The product is [CH2:17]([O:21][C:2]1[C:7]([CH:8]=[CH:9][C:10]([OH:12])=[O:11])=[CH:6][CH:5]=[C:4]([C:13]([F:16])([F:15])[F:14])[N:3]=1)[CH2:18][CH2:19][CH3:20]. The yield is 0.920. The reactants are Cl[C:2]1[C:7]([CH:8]=[CH:9][C:10]([OH:12])=[O:11])=[CH:6][CH:5]=[C:4]([C:13]([F:16])([F:15])[F:14])[N:3]=1.[CH2:17]([OH:21])[CH2:18][CH2:19][CH3:20].[H-].[Na+]. (4) The reactants are [C:1]([O:5][C:6](=[O:33])[CH2:7][NH:8][C:9]([C:11]1[C:16]([O:17]CC2C=CC=CC=2)=[CH:15][C:14]([O:25]CC2C=CC=CC=2)=[CH:13][N:12]=1)=[O:10])([CH3:4])([CH3:3])[CH3:2]. The yield is 0.660. The catalyst is CCO.[Pd]. The product is [C:1]([O:5][C:6](=[O:33])[CH2:7][NH:8][C:9]([C:11]1[C:16]([OH:17])=[CH:15][C:14]([OH:25])=[CH:13][N:12]=1)=[O:10])([CH3:4])([CH3:2])[CH3:3]. (5) The reactants are [CH3:1][O:2][C:3]1[CH:4]=[C:5]([NH2:12])[C:6]([N+:9]([O-:11])=[O:10])=[N:7][CH:8]=1.C1C(=O)N([Br:20])C(=O)C1.O. The catalyst is CN(C=O)C. The product is [Br:20][C:8]1[N:7]=[C:6]([N+:9]([O-:11])=[O:10])[C:5]([NH2:12])=[CH:4][C:3]=1[O:2][CH3:1]. The yield is 0.900. (6) The reactants are [H-].[Na+].[CH2:3]([O:5][C:6](=[O:27])[CH2:7][C:8]([NH:10][C:11]1[CH:16]=[CH:15][C:14]([Cl:17])=[CH:13][C:12]=1[C:18]#[C:19][C:20]1[CH:25]=[CH:24][CH:23]=[CH:22][C:21]=1[Cl:26])=[O:9])[CH3:4]. The catalyst is CS(C)=O.C(OCC)(=O)C. The product is [CH2:3]([O:5][C:6]([C:7]1[C:8]([OH:9])=[N:10][C:11]2[C:12]([C:18]=1[CH2:19][C:20]1[CH:25]=[CH:24][CH:23]=[CH:22][C:21]=1[Cl:26])=[CH:13][C:14]([Cl:17])=[CH:15][CH:16]=2)=[O:27])[CH3:4]. The yield is 0.320.